Dataset: Catalyst prediction with 721,799 reactions and 888 catalyst types from USPTO. Task: Predict which catalyst facilitates the given reaction. (1) Reactant: Br[C:2]1[CH:10]=[CH:9][C:8]([O:11][CH3:12])=[C:7]2[C:3]=1[CH:4]=[CH:5][N:6]2[S:13]([C:16]1[CH:21]=[CH:20][CH:19]=[CH:18][CH:17]=1)(=[O:15])=[O:14].[CH2:22](C([Sn])=C(CCCC)CCCC)[CH2:23]CC. Product: [CH:22]([C:2]1[CH:10]=[CH:9][C:8]([O:11][CH3:12])=[C:7]2[C:3]=1[CH:4]=[CH:5][N:6]2[S:13]([C:16]1[CH:21]=[CH:20][CH:19]=[CH:18][CH:17]=1)(=[O:15])=[O:14])=[CH2:23]. The catalyst class is: 10. (2) Reactant: [CH3:1][C:2]1[CH:7]=[CH:6][C:5]([NH2:8])=[CH:4][C:3]=1[C:9]#[C:10][C:11]1[CH:16]=[N:15][CH:14]=[C:13]2[N:17]([CH3:20])[N:18]=[CH:19][C:12]=12.[C:21]1([N:27]=[C:28]=[O:29])[CH:26]=[CH:25][CH:24]=[CH:23][CH:22]=1. Product: [CH3:1][C:2]1[CH:7]=[CH:6][C:5]([NH:8][C:28]([NH:27][C:21]2[CH:26]=[CH:25][CH:24]=[CH:23][CH:22]=2)=[O:29])=[CH:4][C:3]=1[C:9]#[C:10][C:11]1[CH:16]=[N:15][CH:14]=[C:13]2[N:17]([CH3:20])[N:18]=[CH:19][C:12]=12. The catalyst class is: 2. (3) Reactant: ClCCl.[CH2:4]([O:6][C:7]([C:9]1[N:10]([CH2:23][C:24]2[CH:29]=[CH:28][CH:27]=[CH:26][CH:25]=2)[CH:11]=[N:12][C:13]=1[NH:14][NH:15]C(OC(C)(C)C)=O)=[O:8])[CH3:5].FC(F)(F)C(O)=O. Product: [CH2:4]([O:6][C:7]([C:9]1[N:10]([CH2:23][C:24]2[CH:29]=[CH:28][CH:27]=[CH:26][CH:25]=2)[CH:11]=[N:12][C:13]=1[NH:14][NH2:15])=[O:8])[CH3:5]. The catalyst class is: 11. (4) Reactant: [NH2:1][C:2]1[CH:7]=[CH:6][CH:5]=[CH:4][CH:3]=1.[C:8]([O:12][CH3:13])(=[O:11])[CH:9]=[CH2:10].C(O)(=O)C. Product: [C:2]1([NH:1][CH2:10][CH2:9][C:8]([O:12][CH3:13])=[O:11])[CH:7]=[CH:6][CH:5]=[CH:4][CH:3]=1. The catalyst class is: 81.